This data is from Forward reaction prediction with 1.9M reactions from USPTO patents (1976-2016). The task is: Predict the product of the given reaction. (1) Given the reactants [CH2:1]([O:4][CH2:5][CH2:6][CH2:7][O:8][C:9]1[CH:14]=[CH:13][CH:12]=[CH:11][CH:10]=1)[CH2:2][CH3:3].[Cl:15][S:16](O)(=[O:18])=[O:17].O, predict the reaction product. The product is: [CH2:1]([O:4][CH2:5][CH2:6][CH2:7][O:8][C:9]1[CH:10]=[CH:11][C:12]([S:16]([Cl:15])(=[O:18])=[O:17])=[CH:13][CH:14]=1)[CH2:2][CH3:3]. (2) Given the reactants [OH-].[K+].[C:3]1([OH:9])[CH:8]=[CH:7][CH:6]=[CH:5][CH:4]=1.F[C:11]1[CH:12]=[CH:13][C:14]([N+:18]([O-:20])=[O:19])=[C:15]([CH3:17])[CH:16]=1, predict the reaction product. The product is: [N+:18]([C:14]1[CH:13]=[CH:12][C:11]([O:9][C:3]2[CH:8]=[CH:7][CH:6]=[CH:5][CH:4]=2)=[CH:16][C:15]=1[CH3:17])([O-:20])=[O:19]. (3) Given the reactants [C:1]([O:5][C:6]([N:8]1[CH2:13][CH2:12][N:11]([C:14]2[C:24]([Cl:25])=[CH:23][C:17]([C:18](OCC)=[O:19])=[CH:16][N:15]=2)[CH2:10][CH2:9]1)=[O:7])([CH3:4])([CH3:3])[CH3:2].[BH4-].[Li+], predict the reaction product. The product is: [C:1]([O:5][C:6]([N:8]1[CH2:13][CH2:12][N:11]([C:14]2[C:24]([Cl:25])=[CH:23][C:17]([CH2:18][OH:19])=[CH:16][N:15]=2)[CH2:10][CH2:9]1)=[O:7])([CH3:4])([CH3:2])[CH3:3].